This data is from Peptide-MHC class II binding affinity with 134,281 pairs from IEDB. The task is: Regression. Given a peptide amino acid sequence and an MHC pseudo amino acid sequence, predict their binding affinity value. This is MHC class II binding data. The peptide sequence is AFKVAYTAANAAPAN. The MHC is DRB1_0401 with pseudo-sequence DRB1_0401. The binding affinity (normalized) is 0.879.